From a dataset of Full USPTO retrosynthesis dataset with 1.9M reactions from patents (1976-2016). Predict the reactants needed to synthesize the given product. (1) Given the product [NH2:19][C:14]1[C:13](=[N:12][NH:11][C:7]2[C:6]([C:4]([OH:5])=[O:3])=[CH:10][NH:9][N:8]=2)[C:17]([CH3:18])=[N:16][N:15]=1, predict the reactants needed to synthesize it. The reactants are: C([O:3][C:4]([C:6]1[C:7]([NH:11][N:12]=[C:13]2[C:17]([CH3:18])=[N:16][N:15]=[C:14]2[NH2:19])=[N:8][NH:9][CH:10]=1)=[O:5])C.[OH-].[Na+].Cl. (2) Given the product [F:1][C:2]1[CH:3]=[C:4]([B:24]([OH:27])[OH:25])[CH:5]=[C:6]([F:17])[C:7]=1[O:8][CH:9]([CH3:16])[CH2:10][CH2:11][CH2:12][CH2:13][CH2:14][CH3:15], predict the reactants needed to synthesize it. The reactants are: [F:1][C:2]1[CH:3]=[C:4](Br)[CH:5]=[C:6]([F:17])[C:7]=1[O:8][CH:9]([CH3:16])[CH2:10][CH2:11][CH2:12][CH2:13][CH2:14][CH3:15].C([Li])CCC.[B:24](OC)([O:27]C)[O:25]C.Cl. (3) Given the product [ClH:12].[Cl:12][C:11]1[CH:7]=[C:3]([C:4]([NH2:6])=[O:5])[C:1](=[NH:2])[N:29]([CH:26]2[C:27]3[C:23](=[CH:22][CH:21]=[C:20]([S:17]([CH3:16])(=[O:19])=[O:18])[CH:28]=3)[CH2:24][CH2:25]2)[CH:10]=1, predict the reactants needed to synthesize it. The reactants are: [C:1]([CH:3]([CH:7]1[C:11]([Cl:12])=[C:10](Cl)C(=O)O1)[C:4]([NH2:6])=[O:5])#[N:2].Cl.[CH3:16][S:17]([C:20]1[CH:28]=[C:27]2[C:23]([CH2:24][CH2:25][CH:26]2[NH2:29])=[CH:22][CH:21]=1)(=[O:19])=[O:18].C(=O)([O-])[O-].[K+].[K+].